This data is from Reaction yield outcomes from USPTO patents with 853,638 reactions. The task is: Predict the reaction yield, written as a fraction of the theoretical maximum amount of product (1.0 means a 100% yield; for example, 0.34 means a 34% yield). (1) The reactants are [F:1][C:2]1[CH:7]=[CH:6][CH:5]=[CH:4][C:3]=1[NH:8][C:9](=[O:32])[NH:10][C:11]1[CH:16]=[CH:15][C:14]([C:17]2[CH:21]=[C:20]([C:22]([NH:24][C@@H:25]([CH2:30][OH:31])[C:26]([O:28]C)=[O:27])=[O:23])[O:19][N:18]=2)=[CH:13][CH:12]=1.CC(C)C(NC(C1ON=C(C2C=CC(NC(NC3C=CC(C(F)(F)F)=CC=3)=O)=CC=2)C=1)=O)C(OC)=O.O.[OH-].[Li+].Cl. The catalyst is C1COCC1.O. The product is [F:1][C:2]1[CH:7]=[CH:6][CH:5]=[CH:4][C:3]=1[NH:8][C:9](=[O:32])[NH:10][C:11]1[CH:12]=[CH:13][C:14]([C:17]2[CH:21]=[C:20]([C:22]([NH:24][C@@H:25]([CH2:30][OH:31])[C:26]([OH:28])=[O:27])=[O:23])[O:19][N:18]=2)=[CH:15][CH:16]=1. The yield is 0.440. (2) The reactants are [CH3:1][C:2]1[CH:7]=[CH:6][N:5]2[C:8]([C:18]3[CH:23]=[CH:22][N:21]=[C:20]([C:24]4[CH:29]=[CH:28][C:27]([O:30][CH2:31][CH2:32]Br)=[CH:26][CH:25]=4)[CH:19]=3)=[C:9]([C:11]3[CH:16]=[CH:15][CH:14]=[C:13]([CH3:17])[N:12]=3)[N:10]=[C:4]2[CH:3]=1.[NH:34]1[CH2:39][CH2:38][O:37][CH2:36][CH2:35]1. No catalyst specified. The product is [CH3:1][C:2]1[CH:7]=[CH:6][N:5]2[C:8]([C:18]3[CH:23]=[CH:22][N:21]=[C:20]([C:24]4[CH:29]=[CH:28][C:27]([O:30][CH2:31][CH2:32][N:34]5[CH2:39][CH2:38][O:37][CH2:36][CH2:35]5)=[CH:26][CH:25]=4)[CH:19]=3)=[C:9]([C:11]3[CH:16]=[CH:15][CH:14]=[C:13]([CH3:17])[N:12]=3)[N:10]=[C:4]2[CH:3]=1. The yield is 0.826. (3) The reactants are [Br:1][C:2]1[CH:7]=[CH:6][C:5]([S:8](Cl)(=[O:10])=[O:9])=[CH:4][CH:3]=1.[CH2:12]([OH:17])[C:13]([CH3:16])([CH3:15])[CH3:14]. The catalyst is N1C=CC=CC=1. The product is [CH3:14][C:13]([CH3:16])([CH3:15])[CH2:12][O:17][S:8]([C:5]1[CH:6]=[CH:7][C:2]([Br:1])=[CH:3][CH:4]=1)(=[O:10])=[O:9]. The yield is 0.850. (4) The reactants are [C:1]([C:4]1[CH:14]=[CH:13][C:7]2[O:8][CH2:9][C:10](=[O:12])[NH:11][C:6]=2[CH:5]=1)(=[O:3])[CH3:2].[C:15](OCC)(=[O:21])[C:16]([O:18][CH2:19][CH3:20])=[O:17]. No catalyst specified. The product is [O:21]=[C:15]([CH2:2][C:1](=[O:3])[C:4]1[CH:14]=[CH:13][C:7]2[O:8][CH2:9][C:10](=[O:12])[NH:11][C:6]=2[CH:5]=1)[C:16]([O:18][CH2:19][CH3:20])=[O:17]. The yield is 0.950.